This data is from NCI-60 drug combinations with 297,098 pairs across 59 cell lines. The task is: Regression. Given two drug SMILES strings and cell line genomic features, predict the synergy score measuring deviation from expected non-interaction effect. Drug 2: CN1C(=O)N2C=NC(=C2N=N1)C(=O)N. Cell line: MCF7. Synergy scores: CSS=0.452, Synergy_ZIP=1.63, Synergy_Bliss=3.55, Synergy_Loewe=-0.886, Synergy_HSA=-1.73. Drug 1: C1CC(=O)NC(=O)C1N2CC3=C(C2=O)C=CC=C3N.